This data is from Reaction yield outcomes from USPTO patents with 853,638 reactions. The task is: Predict the reaction yield, written as a fraction of the theoretical maximum amount of product (1.0 means a 100% yield; for example, 0.34 means a 34% yield). (1) The reactants are Cl[C:2](OC(Cl)(Cl)Cl)=[O:3].[Si:9]([O:26][CH2:27][CH:28]([OH:35])[CH2:29][N:30]1[CH:34]=[CH:33][N:32]=[CH:31]1)([C:22]([CH3:25])([CH3:24])[CH3:23])([C:16]1[CH:21]=[CH:20][CH:19]=[CH:18][CH:17]=1)[C:10]1[CH:15]=[CH:14][CH:13]=[CH:12][CH:11]=1.N1C=CC=CC=1. The catalyst is C(#N)C. The product is [Si:9]([O:26][CH2:27][CH:28]1[O:35][C:2](=[O:3])[C:31]2=[N:32][CH:33]=[CH:34][N:30]2[CH2:29]1)([C:22]([CH3:23])([CH3:24])[CH3:25])([C:16]1[CH:17]=[CH:18][CH:19]=[CH:20][CH:21]=1)[C:10]1[CH:15]=[CH:14][CH:13]=[CH:12][CH:11]=1. The yield is 0.640. (2) The reactants are [C:1]([O:5][C:6](=[O:24])[NH:7][C@@H:8]([CH2:17][C:18]1[CH:23]=[CH:22][CH:21]=[CH:20][CH:19]=1)[C@H:9]([OH:16])[CH2:10][NH:11][CH2:12][CH:13]([CH3:15])[CH3:14])([CH3:4])([CH3:3])[CH3:2].C(N(CC)CC)C.[N+:32]([C:35]1[CH:40]=[CH:39][C:38]([S:41](Cl)(=[O:43])=[O:42])=[CH:37][CH:36]=1)([O-:34])=[O:33].O. The catalyst is C(O)(C)C. The product is [C:1]([O:5][C:6](=[O:24])[NH:7][C@@H:8]([CH2:17][C:18]1[CH:19]=[CH:20][CH:21]=[CH:22][CH:23]=1)[C@H:9]([OH:16])[CH2:10][N:11]([CH2:12][CH:13]([CH3:14])[CH3:15])[S:41]([C:38]1[CH:37]=[CH:36][C:35]([N+:32]([O-:34])=[O:33])=[CH:40][CH:39]=1)(=[O:42])=[O:43])([CH3:3])([CH3:4])[CH3:2]. The yield is 0.965. (3) The reactants are [Cl:1][C:2]1[CH:7]=[CH:6][C:5]([CH:8]([CH2:13][NH:14][CH2:15][C:16]([F:19])([F:18])[F:17])[C:9]([O:11]C)=[O:10])=[CH:4][CH:3]=1.O([Si](C)(C)C)[K:21]. The catalyst is C1COCC1.CCOCC. The product is [Cl:1][C:2]1[CH:3]=[CH:4][C:5]([CH:8]([CH2:13][NH:14][CH2:15][C:16]([F:17])([F:18])[F:19])[C:9]([O-:11])=[O:10])=[CH:6][CH:7]=1.[K+:21]. The yield is 1.18.